From a dataset of Full USPTO retrosynthesis dataset with 1.9M reactions from patents (1976-2016). Predict the reactants needed to synthesize the given product. (1) Given the product [C:5]([C:4]1[CH:7]=[CH:8][C:9]2[O:10][C:11]([NH2:12])=[N:1][C:2]=2[CH:3]=1)#[N:6], predict the reactants needed to synthesize it. The reactants are: [NH2:1][C:2]1[CH:3]=[C:4]([CH:7]=[CH:8][C:9]=1[OH:10])[C:5]#[N:6].[C:11](Br)#[N:12].[OH-].[Na+]. (2) The reactants are: [CH2:1]([O:3][C:4]([N:6]1[C:12]2[CH:13]=[CH:14][C:15]([N+:17]([O-])=O)=[CH:16][C:11]=2[O:10][CH2:9][CH2:8][CH2:7]1)=[O:5])[CH3:2].CO. Given the product [CH2:1]([O:3][C:4]([N:6]1[C:12]2[CH:13]=[CH:14][C:15]([NH2:17])=[CH:16][C:11]=2[O:10][CH2:9][CH2:8][CH2:7]1)=[O:5])[CH3:2], predict the reactants needed to synthesize it.